Dataset: Peptide-MHC class I binding affinity with 185,985 pairs from IEDB/IMGT. Task: Regression. Given a peptide amino acid sequence and an MHC pseudo amino acid sequence, predict their binding affinity value. This is MHC class I binding data. (1) The peptide sequence is YKEPNSIIL. The MHC is HLA-B35:01 with pseudo-sequence HLA-B35:01. The binding affinity (normalized) is 0.0847. (2) The peptide sequence is EAEKQLQQY. The MHC is HLA-A24:03 with pseudo-sequence HLA-A24:03. The binding affinity (normalized) is 0.0847. (3) The peptide sequence is QALSPRTLNAW. The MHC is HLA-A30:01 with pseudo-sequence HLA-A30:01. The binding affinity (normalized) is 0. (4) The peptide sequence is RVMPVFAFK. The MHC is HLA-B83:01 with pseudo-sequence HLA-B83:01. The binding affinity (normalized) is 0.213. (5) The peptide sequence is SQAFNTPAL. The MHC is HLA-B07:02 with pseudo-sequence HLA-B07:02. The binding affinity (normalized) is 0.0847. (6) The peptide sequence is ITLWQRPLV. The MHC is HLA-B15:03 with pseudo-sequence HLA-B15:03. The binding affinity (normalized) is 0. (7) The peptide sequence is MTSCVSEQL. The MHC is HLA-A02:01 with pseudo-sequence HLA-A02:01. The binding affinity (normalized) is 0.459. (8) The peptide sequence is ERYPRYNQL. The MHC is HLA-A23:01 with pseudo-sequence HLA-A23:01. The binding affinity (normalized) is 0.